This data is from Peptide-MHC class I binding affinity with 185,985 pairs from IEDB/IMGT. The task is: Regression. Given a peptide amino acid sequence and an MHC pseudo amino acid sequence, predict their binding affinity value. This is MHC class I binding data. (1) The peptide sequence is GALDLSHFL. The MHC is HLA-B57:01 with pseudo-sequence HLA-B57:01. The binding affinity (normalized) is 0.146. (2) The peptide sequence is KKSAFYQSY. The binding affinity (normalized) is 0.0847. The MHC is HLA-A25:01 with pseudo-sequence HLA-A25:01. (3) The peptide sequence is IMLVYCFLGY. The MHC is HLA-A29:02 with pseudo-sequence HLA-A29:02. The binding affinity (normalized) is 0.897. (4) The peptide sequence is LSDDSGLMV. The MHC is HLA-C05:01 with pseudo-sequence HLA-C05:01. The binding affinity (normalized) is 0.814. (5) The peptide sequence is QTSQWDDPW. The MHC is Mamu-B3901 with pseudo-sequence Mamu-B3901. The binding affinity (normalized) is 0.240.